Dataset: Reaction yield outcomes from USPTO patents with 853,638 reactions. Task: Predict the reaction yield, written as a fraction of the theoretical maximum amount of product (1.0 means a 100% yield; for example, 0.34 means a 34% yield). (1) The reactants are [NH2:1][CH2:2][C:3]1[CH:4]=[C:5]([CH:15]=[CH:16][CH:17]=1)[CH2:6][NH:7][C:8](=[O:14])[O:9][C:10]([CH3:13])([CH3:12])[CH3:11].[F:18][C:19]1[CH:33]=[CH:32][C:22]([O:23][C:24]2[CH:31]=[CH:30][C:27]([CH:28]=O)=[CH:26][CH:25]=2)=[CH:21][CH:20]=1.[Na]. The catalyst is C(Cl)Cl. The product is [F:18][C:19]1[CH:33]=[CH:32][C:22]([O:23][C:24]2[CH:31]=[CH:30][C:27]([CH2:28][NH:1][CH2:2][C:3]3[CH:4]=[C:5]([CH:15]=[CH:16][CH:17]=3)[CH2:6][NH:7][C:8](=[O:14])[O:9][C:10]([CH3:12])([CH3:13])[CH3:11])=[CH:26][CH:25]=2)=[CH:21][CH:20]=1. The yield is 0.590. (2) The reactants are [CH:1]([NH2:4])([CH3:3])[CH3:2].[Cl:5][C:6]1[N:7]=[C:8]([C:13]([NH:15][CH:16]2[CH2:21][CH2:20][N:19]([C:22]([O:24][C:25]([CH3:28])([CH3:27])[CH3:26])=[O:23])[CH2:18][C:17]2=O)=[O:14])[NH:9][C:10]=1[CH2:11][CH3:12].C([BH3-])#N.[Na+].C(O)(=O)C. The catalyst is O1CCCC1. The product is [Cl:5][C:6]1[N:7]=[C:8]([C:13]([NH:15][C@@H:16]2[CH2:21][CH2:20][N:19]([C:22]([O:24][C:25]([CH3:28])([CH3:27])[CH3:26])=[O:23])[CH2:18][C@H:17]2[NH:4][CH:1]([CH3:3])[CH3:2])=[O:14])[NH:9][C:10]=1[CH2:11][CH3:12]. The yield is 0.120. (3) The reactants are I[C:2]1[CH:7]=[C:6]([N+:8]([O-:10])=[O:9])[CH:5]=[C:4]([O:11][CH3:12])[CH:3]=1.[C:13]1(B(O)O)[CH:18]=[CH:17][CH:16]=[CH:15][CH:14]=1.C(=O)([O-])[O-].[K+].[K+].C1(C)C=CC=CC=1. The catalyst is C(O)C.C1(P([Pd-4](P(C2C=CC=CC=2)(C2C=CC=CC=2)C2C=CC=CC=2)(P(C2C=CC=CC=2)(C2C=CC=CC=2)C2C=CC=CC=2)P(C2C=CC=CC=2)(C2C=CC=CC=2)C2C=CC=CC=2)(C2C=CC=CC=2)C2C=CC=CC=2)C=CC=CC=1. The product is [CH3:12][O:11][C:4]1[CH:3]=[C:2]([C:13]2[CH:18]=[CH:17][CH:16]=[CH:15][CH:14]=2)[CH:7]=[C:6]([N+:8]([O-:10])=[O:9])[CH:5]=1. The yield is 0.810. (4) The reactants are [CH3:1][C:2]1[O:6][C:5]([CH:7]=[O:8])=[CH:4][C:3]=1B1OC(C)(C)C(C)(C)O1.[Br:18][C:19]1[CH:20]=[C:21]([CH:24]=[CH:25][CH:26]=1)[CH2:22]Br.C([O-])([O-])=O.[Na+].[Na+]. The catalyst is O1CCOCC1.O.C1C=CC([P]([Pd]([P](C2C=CC=CC=2)(C2C=CC=CC=2)C2C=CC=CC=2)([P](C2C=CC=CC=2)(C2C=CC=CC=2)C2C=CC=CC=2)[P](C2C=CC=CC=2)(C2C=CC=CC=2)C2C=CC=CC=2)(C2C=CC=CC=2)C2C=CC=CC=2)=CC=1. The product is [Br:18][C:19]1[CH:20]=[C:21]([CH:24]=[CH:25][CH:26]=1)[CH2:22][C:3]1[CH:4]=[C:5]([CH:7]=[O:8])[O:6][C:2]=1[CH3:1]. The yield is 0.220. (5) The reactants are [OH:1][CH2:2][C:3]1[CH:4]=[C:5]2[C:9](=[CH:10][CH:11]=1)[N:8]([C:12]1[CH:17]=[C:16]([I:18])[CH:15]=[CH:14][N:13]=1)[N:7]=[C:6]2[C:19]([OH:21])=O.[Cl-].[NH4+:23]. No catalyst specified. The product is [OH:1][CH2:2][C:3]1[CH:4]=[C:5]2[C:9](=[CH:10][CH:11]=1)[N:8]([C:12]1[CH:17]=[C:16]([I:18])[CH:15]=[CH:14][N:13]=1)[N:7]=[C:6]2[C:19]([NH2:23])=[O:21]. The yield is 0.540. (6) The reactants are FC1C=CC=C(OC2C=CC(CCC)=CC=2OC)N=1.C(C1C=CC(OC2C=CC(N)=C(F)C=2)=C(OC)C=1)C.[CH2:39]([C:41]1[CH:55]=[CH:54][C:44]([O:45][C:46]2[CH:52]=[C:51]([F:53])[CH:50]=[CH:49][C:47]=2[NH2:48])=[C:43]([O:56]C)[CH:42]=1)[CH3:40]. No catalyst specified. The product is [NH2:48][C:47]1[CH:49]=[CH:50][C:51]([F:53])=[CH:52][C:46]=1[O:45][C:44]1[CH:54]=[CH:55][C:41]([CH2:39][CH3:40])=[CH:42][C:43]=1[OH:56]. The yield is 0.190. (7) The reactants are [Br:1][C:2]1[CH:7]=[CH:6][C:5]([NH:8][C:9]2[C:10]([C:18](O)=[O:19])=[CH:11][N:12]([CH3:17])[C:13](=[O:16])[C:14]=2[F:15])=[C:4]([F:21])[CH:3]=1.CCN=C=NCCCN(C)C.Cl.C1C=CC2N(O)[N:41]=[N:40]C=2C=1.NN.CCN(CC)CC. The catalyst is CN(C=O)C.CCOC(C)=O. The product is [Br:1][C:2]1[CH:7]=[CH:6][C:5]([NH:8][C:9]2[C:10]([C:18]([NH:40][NH2:41])=[O:19])=[CH:11][N:12]([CH3:17])[C:13](=[O:16])[C:14]=2[F:15])=[C:4]([F:21])[CH:3]=1. The yield is 0.890.